Dataset: Reaction yield outcomes from USPTO patents with 853,638 reactions. Task: Predict the reaction yield, written as a fraction of the theoretical maximum amount of product (1.0 means a 100% yield; for example, 0.34 means a 34% yield). (1) The product is [CH3:33][O:32][C:30](=[O:31])[CH2:29][N:5]1[C@H:6]2[CH2:20][N:19]([C:21]([O:23][C:24]([CH3:27])([CH3:26])[CH3:25])=[O:22])[CH2:18][C@@H:7]2[C:8]2[CH:9]=[CH:10][CH:11]=[C:12]([C:14]([F:16])([F:17])[F:15])[C:13]=2[C:4]1=[O:3]. The yield is 0.990. The catalyst is C1COCC1. The reactants are [H-].[Na+].[O:3]=[C:4]1[C:13]2[C:12]([C:14]([F:17])([F:16])[F:15])=[CH:11][CH:10]=[CH:9][C:8]=2[C@H:7]2[CH2:18][N:19]([C:21]([O:23][C:24]([CH3:27])([CH3:26])[CH3:25])=[O:22])[CH2:20][C@@H:6]2[NH:5]1.Br[CH2:29][C:30]([O:32][CH3:33])=[O:31]. (2) The reactants are O.[NH2:2]N.C(O)(=O)C.C[N:9](C)[C:10](=[N:12][C:13]([C:15]1[C:20]([O:21][C:22]2[CH:27]=[CH:26][CH:25]=[CH:24][CH:23]=2)=[CH:19][C:18](=[O:28])[N:17]([C:29]2[CH:34]=[CH:33][CH:32]=[CH:31][CH:30]=2)[N:16]=1)=O)[CH3:11]. The catalyst is CCOCC. The product is [O:21]([C:20]1[C:15]([C:13]2[N:12]=[C:10]([CH3:11])[NH:9][N:2]=2)=[N:16][N:17]([C:29]2[CH:34]=[CH:33][CH:32]=[CH:31][CH:30]=2)[C:18](=[O:28])[CH:19]=1)[C:22]1[CH:23]=[CH:24][CH:25]=[CH:26][CH:27]=1. The yield is 0.770. (3) The reactants are [F:1][C:2]1[CH:3]=[C:4]([O:9]C)[CH:5]=[CH:6][C:7]=1[CH3:8].B(Br)(Br)Br. The catalyst is C(Cl)Cl. The product is [F:1][C:2]1[CH:3]=[C:4]([OH:9])[CH:5]=[CH:6][C:7]=1[CH3:8]. The yield is 0.750.